This data is from Catalyst prediction with 721,799 reactions and 888 catalyst types from USPTO. The task is: Predict which catalyst facilitates the given reaction. (1) Reactant: [F:1][C:2]1[CH:10]=[CH:9][C:8]([CH2:11][C:12]2[C:21]3[C:16](=[CH:17][CH:18]=[CH:19][CH:20]=3)[C:15](=[O:22])[NH:14][N:13]=2)=[CH:7][C:3]=1[C:4](O)=[O:5].F[P-](F)(F)(F)(F)F.N1(OC(N(C)C)=[N+](C)C)C2C=CC=CC=2N=N1.[F:47][C:48]([F:60])([F:59])[CH2:49][C:50]1[N:54]2[CH2:55][CH2:56][NH:57][CH2:58][C:53]2=[N:52][N:51]=1.C(N(CC)C(C)C)(C)C. Product: [F:1][C:2]1[CH:10]=[CH:9][C:8]([CH2:11][C:12]2[C:21]3[C:16](=[CH:17][CH:18]=[CH:19][CH:20]=3)[C:15](=[O:22])[NH:14][N:13]=2)=[CH:7][C:3]=1[C:4]([N:57]1[CH2:56][CH2:55][N:54]2[C:50]([CH2:49][C:48]([F:47])([F:59])[F:60])=[N:51][N:52]=[C:53]2[CH2:58]1)=[O:5]. The catalyst class is: 9. (2) Reactant: [O:1]1[CH2:6][CH2:5][CH:4]=[C:3]([C:7]([OH:9])=[O:8])[CH2:2]1.CCN(C(C)C)C(C)C.[CH2:19](Br)[C:20]1[CH:25]=[CH:24][CH:23]=[CH:22][CH:21]=1. Product: [O:1]1[CH2:6][CH2:5][CH:4]=[C:3]([C:7]([O:9][CH2:19][C:20]2[CH:25]=[CH:24][CH:23]=[CH:22][CH:21]=2)=[O:8])[CH2:2]1. The catalyst class is: 91. (3) Reactant: [I:1][C:2]1[CH:3]=[C:4]([C:8]2([C:16](=[S:18])[NH2:17])[CH2:14][C@H:13]3[NH:15][C@H:10]([CH:11]=[CH:12]3)[CH2:9]2)[CH:5]=[N:6][CH:7]=1.C([O-])([O-])=O.[K+].[K+].FC(F)(F)S(O[CH2:31][C:32]([F:35])([F:34])[F:33])(=O)=O.O. Product: [I:1][C:2]1[CH:3]=[C:4]([C:8]2([C:16](=[S:18])[NH2:17])[CH2:9][C@@H:10]3[N:15]([CH2:31][C:32]([F:35])([F:34])[F:33])[C@@H:13]([CH:12]=[CH:11]3)[CH2:14]2)[CH:5]=[N:6][CH:7]=1. The catalyst class is: 3.